From a dataset of Forward reaction prediction with 1.9M reactions from USPTO patents (1976-2016). Predict the product of the given reaction. (1) Given the reactants [N:1]1[CH:6]=[CH:5][CH:4]=[CH:3][C:2]=1[CH2:7][O:8][C:9]1[CH:10]=[C:11]2[C:16](=[CH:17][CH:18]=1)[CH:15]=[C:14]([C:19]1[C:27]3[C:22](=[CH:23][CH:24]=[C:25]([C:28]#[N:29])[CH:26]=3)[N:21](C3CCCCO3)[N:20]=1)[CH:13]=[CH:12]2.[CH2:36]([OH:38])[CH3:37], predict the reaction product. The product is: [CH2:36]([O:38][C:28]([C:25]1[CH:26]=[C:27]2[C:22](=[CH:23][CH:24]=1)[NH:21][N:20]=[C:19]2[C:14]1[CH:13]=[CH:12][C:11]2[C:16](=[CH:17][CH:18]=[C:9]([O:8][CH2:7][C:2]3[CH:3]=[CH:4][CH:5]=[CH:6][N:1]=3)[CH:10]=2)[CH:15]=1)=[NH:29])[CH3:37]. (2) Given the reactants Cl[C:2]1[CH:7]=[CH:6][CH:5]=[C:4]([O:8][CH3:9])[N:3]=1.[Cl-].[NH4+].C(O[CH2:15][CH3:16])C, predict the reaction product. The product is: [CH3:9][O:8][C:4]1[CH:5]=[CH:6][CH:7]=[C:2]([C:16]2[CH:15]=[CH:7][CH:6]=[CH:5][CH:4]=2)[N:3]=1. (3) Given the reactants Br[C:2]1[CH:16]=[CH:15][C:5]([CH2:6][NH:7][C:8](=[O:14])[O:9][C:10]([CH3:13])([CH3:12])[CH3:11])=[C:4]([F:17])[CH:3]=1.[C:18]([Si:20]([CH3:23])([CH3:22])[CH3:21])#[CH:19], predict the reaction product. The product is: [F:17][C:4]1[CH:3]=[C:2]([C:19]#[C:18][Si:20]([CH3:23])([CH3:22])[CH3:21])[CH:16]=[CH:15][C:5]=1[CH2:6][NH:7][C:8](=[O:14])[O:9][C:10]([CH3:13])([CH3:12])[CH3:11]. (4) Given the reactants Cl.Cl.[N:3]1[CH:8]=[CH:7][C:6]([N:9]2[CH2:14][CH2:13][C:12]3([CH2:19][CH2:18][NH:17][CH2:16][CH2:15]3)[CH2:11][CH2:10]2)=[CH:5][CH:4]=1.C(N(CC)CC)C.[C:27]([O:31][C:32]([N:34]1[CH2:43][CH2:42][C:41]2[C:36](=[C:37]([C:44](O)=[O:45])[CH:38]=[CH:39][CH:40]=2)[CH2:35]1)=[O:33])([CH3:30])([CH3:29])[CH3:28].F[P-](F)(F)(F)(F)F.N1(O[P+](N(C)C)(N(C)C)N(C)C)C2C=CC=CC=2N=N1.CN1CCOCC1, predict the reaction product. The product is: [N:3]1[CH:4]=[CH:5][C:6]([N:9]2[CH2:14][CH2:13][C:12]3([CH2:19][CH2:18][N:17]([C:44]([C:37]4[CH:38]=[CH:39][CH:40]=[C:41]5[C:36]=4[CH2:35][N:34]([C:32]([O:31][C:27]([CH3:30])([CH3:29])[CH3:28])=[O:33])[CH2:43][CH2:42]5)=[O:45])[CH2:16][CH2:15]3)[CH2:11][CH2:10]2)=[CH:7][CH:8]=1.